This data is from Reaction yield outcomes from USPTO patents with 853,638 reactions. The task is: Predict the reaction yield, written as a fraction of the theoretical maximum amount of product (1.0 means a 100% yield; for example, 0.34 means a 34% yield). (1) The reactants are [C:1]([O:5][C:6]([N:8]([CH3:14])[C@@H:9]([CH3:13])[C:10]([OH:12])=O)=[O:7])([CH3:4])([CH3:3])[CH3:2].C(Cl)CCl.N1C2C(=NC=CC=2)N(O)N=1.Cl.[NH2:30][C@H:31]([C:51]([N:53]1[C@H:57]([C:58](=[O:70])[NH:59][C@H:60]2[C:69]3[C:64](=[CH:65][CH:66]=[CH:67][CH:68]=3)[CH2:63][CH2:62][CH2:61]2)[CH2:56][Si:55]([CH3:72])([CH3:71])[CH2:54]1)=[O:52])[CH2:32][C:33]1[CH:38]=[CH:37][C:36]([C:39]#[C:40][C:41]2[CH:50]=[CH:49][C:44]([C:45]([O:47][CH3:48])=[O:46])=[CH:43][CH:42]=2)=[CH:35][CH:34]=1.CCN(C(C)C)C(C)C. The product is [C:1]([O:5][C:6]([N:8]([CH3:14])[C@@H:9]([CH3:13])[C:10]([NH:30][C@H:31]([C:51]([N:53]1[C@H:57]([C:58](=[O:70])[NH:59][C@H:60]2[C:69]3[C:64](=[CH:65][CH:66]=[CH:67][CH:68]=3)[CH2:63][CH2:62][CH2:61]2)[CH2:56][Si:55]([CH3:72])([CH3:71])[CH2:54]1)=[O:52])[CH2:32][C:33]1[CH:38]=[CH:37][C:36]([C:39]#[C:40][C:41]2[CH:42]=[CH:43][C:44]([C:45]([O:47][CH3:48])=[O:46])=[CH:49][CH:50]=2)=[CH:35][CH:34]=1)=[O:12])=[O:7])([CH3:2])([CH3:3])[CH3:4]. The catalyst is CN(C=O)C.C(OCC)(=O)C.[Cl-].[Na+].O. The yield is 0.860. (2) The reactants are [CH2:1]([C:3]1([CH2:13][OH:14])[CH2:12][CH2:11][C:6]2([O:10][CH2:9][CH2:8][O:7]2)[CH2:5][CH2:4]1)[CH3:2].N1C=CC=CC=1.[C:21]1([CH3:31])[CH:26]=[CH:25][C:24]([S:27](Cl)(=[O:29])=[O:28])=[CH:23][CH:22]=1. The catalyst is ClCCl.CN(C)C1C=CN=CC=1.O. The product is [CH3:31][C:21]1[CH:26]=[CH:25][C:24]([S:27]([O:14][CH2:13][C:3]2([CH2:1][CH3:2])[CH2:12][CH2:11][C:6]3([O:7][CH2:8][CH2:9][O:10]3)[CH2:5][CH2:4]2)(=[O:29])=[O:28])=[CH:23][CH:22]=1. The yield is 0.920. (3) The reactants are [Br:1][CH2:2][C:3]1[CH:4]=[C:5]([CH:9]=[CH:10][CH:11]=1)[C:6](Cl)=[O:7].C(N(CC)CC)C.[C:19](=O)([O-])[OH:20].[Na+]. The catalyst is CO. The product is [Br:1][CH2:2][C:3]1[CH:4]=[C:5]([CH:9]=[CH:10][CH:11]=1)[C:6]([O:20][CH3:19])=[O:7]. The yield is 0.970. (4) The reactants are [Cl:1][C:2]1[N:3]([C@@H:19]2[O:25][C@H:24]([CH2:26][O:27]C(=O)C)[C@@H:22]([OH:23])[C@H:20]2[OH:21])[C:4]2[C:9]([C:10]=1[C:11](=[O:16])[C:12]([F:15])([F:14])[F:13])=[CH:8][C:7]([Cl:17])=[C:6]([Cl:18])[CH:5]=2.C[O-].[Na+]. The catalyst is CO.CO.C(Cl)(Cl)Cl. The product is [Cl:1][C:2]1[N:3]([C@@H:19]2[O:25][C@H:24]([CH2:26][OH:27])[C@@H:22]([OH:23])[C@H:20]2[OH:21])[C:4]2[C:9]([C:10]=1[C:11](=[O:16])[C:12]([F:13])([F:14])[F:15])=[CH:8][C:7]([Cl:17])=[C:6]([Cl:18])[CH:5]=2. The yield is 0.560. (5) The reactants are Br[C:2]1[CH:7]=[CH:6][C:5]([CH2:8][C:9]([OH:11])=[O:10])=[C:4]([F:12])[CH:3]=1.[CH2:13]([O:15][C:16]1[C:17]([O:31][CH2:32][C:33]2[CH:38]=[CH:37][C:36]([O:39][CH3:40])=[CH:35][CH:34]=2)=[N:18][CH:19]=[C:20](B2OC(C)(C)C(C)(C)O2)[CH:21]=1)[CH3:14].C([O-])([O-])=O.[Cs+].[Cs+]. The catalyst is O1CCOCC1.O.C1C=CC(P(C2C=CC=CC=2)[C-]2C=CC=C2)=CC=1.C1C=CC(P(C2C=CC=CC=2)[C-]2C=CC=C2)=CC=1.Cl[Pd]Cl.[Fe+2]. The product is [CH2:13]([O:15][C:16]1[CH:21]=[C:20]([C:2]2[CH:7]=[CH:6][C:5]([CH2:8][C:9]([OH:11])=[O:10])=[C:4]([F:12])[CH:3]=2)[CH:19]=[N:18][C:17]=1[O:31][CH2:32][C:33]1[CH:34]=[CH:35][C:36]([O:39][CH3:40])=[CH:37][CH:38]=1)[CH3:14]. The yield is 0.604. (6) The reactants are [Cl:1][C:2]1[N:7]=[C:6]([C:8]2[CH:14]=[CH:13][C:11]([NH2:12])=[CH:10][CH:9]=2)[CH:5]=[CH:4][N:3]=1.C[C:16]1(C)[C:20]([CH3:22])([CH3:21])OB(C2C=CC(N)=CC=2)[O:17]1.ClC1N=C(Cl)C=CN=1.C([O-])(O)=O.[Na+]. The catalyst is CC#N.O.CCOC(C)=O.C1C=CC([P]([Pd]([P](C2C=CC=CC=2)(C2C=CC=CC=2)C2C=CC=CC=2)([P](C2C=CC=CC=2)(C2C=CC=CC=2)C2C=CC=CC=2)[P](C2C=CC=CC=2)(C2C=CC=CC=2)C2C=CC=CC=2)(C2C=CC=CC=2)C2C=CC=CC=2)=CC=1. The product is [Cl:1][C:2]1[N:7]=[C:6]([C:8]2[CH:14]=[CH:13][C:11]([NH:12][C:16](=[O:17])[CH:20]([CH3:22])[CH3:21])=[CH:10][CH:9]=2)[CH:5]=[CH:4][N:3]=1. The yield is 0.560. (7) The reactants are [F:1][C:2]1[CH:7]=[C:6]([O:8][C:9]2[CH:14]=[CH:13][CH:12]=[CH:11][CH:10]=2)[CH:5]=[CH:4][C:3]=1[C:15]1[C:23]2[C:18](=[N:19][CH:20]=[N:21][C:22]=2[NH2:24])[N:17]([CH2:25][C@H:26]2[CH2:30][CH2:29][CH2:28][NH:27]2)[N:16]=1.[C:31]([CH2:33][C:34](O)=[O:35])#[N:32].CN(C(ON1N=NC2C=CC=NC1=2)=[N+](C)C)C.F[P-](F)(F)(F)(F)F.C(N(CC)CC)C. The catalyst is O.CN(C)C=O. The product is [NH2:24][C:22]1[N:21]=[CH:20][N:19]=[C:18]2[N:17]([CH2:25][C@H:26]3[CH2:30][CH2:29][CH2:28][N:27]3[C:34](=[O:35])[CH2:33][C:31]#[N:32])[N:16]=[C:15]([C:3]3[CH:4]=[CH:5][C:6]([O:8][C:9]4[CH:10]=[CH:11][CH:12]=[CH:13][CH:14]=4)=[CH:7][C:2]=3[F:1])[C:23]=12. The yield is 0.620. (8) The reactants are [CH3:1][C:2]([CH3:14])([CH3:13])[C:3]([NH:5][C:6]1[CH:11]=[CH:10][CH:9]=[CH:8][C:7]=1[CH3:12])=O.[Li]CCCC.[NH4+].[Cl-]. The catalyst is C1COCC1. The product is [C:2]([C:3]1[NH:5][C:6]2[C:7]([CH:12]=1)=[CH:8][CH:9]=[CH:10][CH:11]=2)([CH3:14])([CH3:13])[CH3:1]. The yield is 0.880.